This data is from Forward reaction prediction with 1.9M reactions from USPTO patents (1976-2016). The task is: Predict the product of the given reaction. (1) The product is: [CH2:13]([N:20]1[CH2:24][CH2:23][CH:22]([NH2:26])[CH2:21]1)[C:14]1[CH:19]=[CH:18][CH:17]=[CH:16][CH:15]=1. Given the reactants O=C[C@@H]([C@H]([C@@H]([C@@H](CO)O)O)O)O.[CH2:13]([N:20]1[CH2:24][CH2:23][C:22](=O)[CH2:21]1)[C:14]1[CH:19]=[CH:18][CH:17]=[CH:16][CH:15]=1.[NH2:26][C@H](C([O-])=O)CCC([O-])=O.[Na+].[Na+].C1N=C(N)C2N=CN([C@@H]3O[C@H](COP(OP(OC[C@H]4O[C@@H](N5C=C(C(N)=O)CC=C5)[C@H](O)[C@@H]4O)(O)=O)(O)=O)[C@@H](O)[C@H]3O)C=2N=1.CC1N=CC(COP(O)(O)=O)=C(C=O)C=1O.P([O-])([O-])([O-])=O.[K+].[K+].[K+].[OH-].[Na+], predict the reaction product. (2) Given the reactants C(NC1C=CC(S([N:14]=[N+:15]=[N-])(=O)=O)=CC=1)(=O)C.[O:17]=[C:18]([CH3:27])[CH2:19][C:20]([O:22][C:23]([CH3:26])([CH3:25])[CH3:24])=[O:21], predict the reaction product. The product is: [N+:14](=[C:19]([C:18](=[O:17])[CH3:27])[C:20]([O:22][C:23]([CH3:26])([CH3:25])[CH3:24])=[O:21])=[N-:15]. (3) Given the reactants [CH3:1][C:2]([O:5][C:6]([N:8]1[C@@H:15]([C:16]2[CH:21]=[CH:20][C:19]([O:22][CH2:23][C:24]3[CH:29]=[CH:28][CH:27]=[CH:26][CH:25]=3)=[CH:18][CH:17]=2)[CH2:14][CH2:13][C@H:9]1[C:10](O)=[O:11])=[O:7])([CH3:4])[CH3:3].CC[N:32](C(C)C)C(C)C.CN(C(ON1N=NC2C=CC=CC1=2)=[N+](C)C)C.[B-](F)(F)(F)F.C[Si](C)(C)N[Si](C)(C)C.C([O-])(O)=O.[Na+], predict the reaction product. The product is: [NH2:32][C:10]([C@@H:9]1[CH2:13][CH2:14][C@H:15]([C:16]2[CH:21]=[CH:20][C:19]([O:22][CH2:23][C:24]3[CH:29]=[CH:28][CH:27]=[CH:26][CH:25]=3)=[CH:18][CH:17]=2)[N:8]1[C:6]([O:5][C:2]([CH3:4])([CH3:3])[CH3:1])=[O:7])=[O:11].